From a dataset of Full USPTO retrosynthesis dataset with 1.9M reactions from patents (1976-2016). Predict the reactants needed to synthesize the given product. Given the product [ClH:81].[CH:1]1([N:4]2[CH2:5][CH2:6][N:7]([C:10]3[C:15]([C:16]4[CH:17]=[CH:18][C:19]5[C:20]6[NH:34][N:33]=[CH:32][C:21]=6[C:22](=[O:31])[N:23]([CH2:26][C:27]([F:28])([F:29])[F:30])[C:24]=5[CH:25]=4)=[CH:14][CH:13]=[CH:12][N:11]=3)[CH2:8][CH2:9]2)[CH2:3][CH2:2]1, predict the reactants needed to synthesize it. The reactants are: [CH:1]1([N:4]2[CH2:9][CH2:8][N:7]([C:10]3[C:15]([C:16]4[CH:17]=[CH:18][C:19]5[C:20]6[N:34](C7CCCCO7)[N:33]=[CH:32][C:21]=6[C:22](=[O:31])[N:23]([CH2:26][C:27]([F:30])([F:29])[F:28])[C:24]=5[CH:25]=4)=[CH:14][CH:13]=[CH:12][N:11]=3)[CH2:6][CH2:5]2)[CH2:3][CH2:2]1.C1(N2CCN(C3C(C4C=CC5C6NN(C7CCCCO7)CC=6C(=O)N(CC(F)(F)F)C=5C=4)=CC=CN=3)CC2)CC1.[ClH:81].